From a dataset of Full USPTO retrosynthesis dataset with 1.9M reactions from patents (1976-2016). Predict the reactants needed to synthesize the given product. (1) Given the product [CH3:1][N:2]1[CH2:7][CH2:6][C:5]([C:8]2[CH:9]=[CH:10][C:11]([F:14])=[CH:12][CH:13]=2)([CH2:15][NH:16][C:28]([C:21]2[C:22]3[C:27](=[CH:26][CH:25]=[CH:24][CH:23]=3)[C:18]([Cl:17])=[C:19]([O:31][CH3:32])[CH:20]=2)=[O:29])[CH2:4][CH2:3]1, predict the reactants needed to synthesize it. The reactants are: [CH3:1][N:2]1[CH2:7][CH2:6][C:5]([CH2:15][NH2:16])([C:8]2[CH:13]=[CH:12][C:11]([F:14])=[CH:10][CH:9]=2)[CH2:4][CH2:3]1.[Cl:17][C:18]1[C:27]2[C:22](=[CH:23][CH:24]=[CH:25][CH:26]=2)[C:21]([C:28](Cl)=[O:29])=[CH:20][C:19]=1[O:31][CH3:32]. (2) Given the product [C:7]([O:11][C:12](=[O:13])[N:14]([CH2:18][CH:17]=[O:19])[CH2:15][CH:16]=[O:20])([CH3:10])([CH3:8])[CH3:9], predict the reactants needed to synthesize it. The reactants are: I([O-])(=O)(=O)=O.[Na+].[C:7]([O:11][C:12]([N:14]1[CH2:18][CH:17]([OH:19])[CH:16]([OH:20])[CH2:15]1)=[O:13])([CH3:10])([CH3:9])[CH3:8]. (3) Given the product [Cl:35][C:29]1([NH2:30])[N:31]=[CH:32][N:33]=[C:34]2[C:28]1=[N:27][CH2:26][N:25]2[C@@H:20]1[O:21][C@H:22]([CH2:23][OH:24])[C@@H:18]([OH:17])[C@H:19]1[OH:40], predict the reactants needed to synthesize it. The reactants are: C(OC(C(F)(F)F)=O)(C(F)(F)F)=O.C([O:17][C@@:18]1(O)[C@@H:22]([CH2:23][OH:24])[O:21][C@@:20](OC(=O)C)([N:25]2[C:34]3[C:28]([C:29]([Cl:35])([N:31]=[CH:32][N:33]=3)[NH2:30])=[N:27][CH2:26]2)[C@:19]1(OC(=O)C)[OH:40])(=O)C. (4) Given the product [NH2:3][CH2:12][CH:13]([NH:23][C:24]([C:26]1[CH:30]=[C:29]([C:31]2[N:35]([CH3:36])[N:34]=[CH:33][CH:32]=2)[S:28][CH:27]=1)=[O:25])[C:14]([CH3:22])([C:16]1[CH:17]=[CH:18][CH:19]=[CH:20][CH:21]=1)[CH3:15], predict the reactants needed to synthesize it. The reactants are: O=C1C2C(=CC=CC=2)C(=O)[N:3]1[CH2:12][CH:13]([NH:23][C:24]([C:26]1[CH:30]=[C:29]([C:31]2[N:35]([CH3:36])[N:34]=[CH:33][CH:32]=2)[S:28][CH:27]=1)=[O:25])[C:14]([CH3:22])([C:16]1[CH:21]=[CH:20][CH:19]=[CH:18][CH:17]=1)[CH3:15].NN. (5) Given the product [CH3:46][O:45][C:4]1[CH:3]=[C:2]([NH:1][S:60]([CH2:59][CH:56]2[CH2:57][CH2:58][O:53][CH2:54][CH2:55]2)(=[O:62])=[O:61])[CH:7]=[CH:6][C:5]=1[C:8]1[C:16]2[C:15]([NH:17][C@H:18]([C:20]3[N:25]([C:26]4[CH:31]=[CH:30][CH:29]=[CH:28][CH:27]=4)[C:24](=[O:32])[C:23]4=[C:33]([CH3:36])[CH:34]=[CH:35][N:22]4[N:21]=3)[CH3:19])=[N:14][CH:13]=[N:12][C:11]=2[N:10]([CH2:37][O:38][CH2:39][CH2:40][Si:41]([CH3:43])([CH3:42])[CH3:44])[CH:9]=1, predict the reactants needed to synthesize it. The reactants are: [NH2:1][C:2]1[CH:7]=[CH:6][C:5]([C:8]2[C:16]3[C:15]([NH:17][C@H:18]([C:20]4[N:25]([C:26]5[CH:31]=[CH:30][CH:29]=[CH:28][CH:27]=5)[C:24](=[O:32])[C:23]5=[C:33]([CH3:36])[CH:34]=[CH:35][N:22]5[N:21]=4)[CH3:19])=[N:14][CH:13]=[N:12][C:11]=3[N:10]([CH2:37][O:38][CH2:39][CH2:40][Si:41]([CH3:44])([CH3:43])[CH3:42])[CH:9]=2)=[C:4]([O:45][CH3:46])[CH:3]=1.N1C=CC=CC=1.[O:53]1[CH2:58][CH2:57][CH:56]([CH2:59][S:60](Cl)(=[O:62])=[O:61])[CH2:55][CH2:54]1.